This data is from Forward reaction prediction with 1.9M reactions from USPTO patents (1976-2016). The task is: Predict the product of the given reaction. (1) Given the reactants [C:1]([C:5]1[N:10]=[C:9]2[NH:11][N:12]=[CH:13][C:8]2=[C:7]([N:14]2[CH2:18][CH2:17][C:16]([F:20])([F:19])[CH2:15]2)[N:6]=1)([CH3:4])([CH3:3])[CH3:2].Cl.Cl[CH2:23][C:24]1[N:28]([CH3:29])[N:27]=[N:26][CH:25]=1.C(=O)([O-])[O-].[Cs+].[Cs+], predict the reaction product. The product is: [C:1]([C:5]1[N:10]=[C:9]2[N:11]([CH2:23][C:24]3[N:28]([CH3:29])[N:27]=[N:26][CH:25]=3)[N:12]=[CH:13][C:8]2=[C:7]([N:14]2[CH2:18][CH2:17][C:16]([F:19])([F:20])[CH2:15]2)[N:6]=1)([CH3:4])([CH3:2])[CH3:3]. (2) The product is: [Br:60][CH2:59][C:55]1[CH:54]=[C:53]([C:50]2[O:49][C:48]([C:29]3[C:30]([N:33]([C:34]([O:35][C:36]([CH3:39])([CH3:38])[CH3:37])=[O:40])[C:41](=[O:42])[O:43][C:44]([CH3:45])([CH3:46])[CH3:47])=[N:31][CH:32]=[C:27]([C:14]4[CH:13]=[CH:12][C:11](=[O:25])[N:10]([CH:7]([CH3:8])[CH3:9])[CH:15]=4)[N:28]=3)=[N:52][N:51]=2)[CH:58]=[CH:57][CH:56]=1. Given the reactants C([O-])([O-])=O.[Na+].[Na+].[CH:7]([N:10]1[CH:15]=[C:14](B2OC(C)(C)C(C)(C)O2)[CH:13]=[CH:12][C:11]1=[O:25])([CH3:9])[CH3:8].Br[C:27]1[N:28]=[C:29]([C:48]2[O:49][C:50]([C:53]3[CH:58]=[CH:57][CH:56]=[C:55]([CH2:59][Br:60])[CH:54]=3)=[N:51][N:52]=2)[C:30]([N:33]([C:41]([O:43][C:44]([CH3:47])([CH3:46])[CH3:45])=[O:42])[C:34](=[O:40])[O:35][C:36]([CH3:39])([CH3:38])[CH3:37])=[N:31][CH:32]=1, predict the reaction product. (3) Given the reactants [C:1]([C:5]1[CH:24]=[CH:23][C:8]([O:9][C:10]2[CH:11]=[C:12]3[C:17](=[CH:18][CH:19]=2)[CH:16]=[N:15][C:14]([C:20](O)=[O:21])=[CH:13]3)=[CH:7][CH:6]=1)([CH3:4])([CH3:3])[CH3:2].[CH3:25][O:26][C:27](=[O:45])[C@@H:28]([NH2:44])[CH2:29][C:30]1[CH:35]=[CH:34][C:33]([O:36][CH2:37][C:38]2[CH:43]=[CH:42][CH:41]=[CH:40][CH:39]=2)=[CH:32][CH:31]=1, predict the reaction product. The product is: [CH3:25][O:26][C:27](=[O:45])[CH:28]([NH:44][C:20]([C:14]1[N:15]=[CH:16][C:17]2[C:12]([CH:13]=1)=[CH:11][C:10]([O:9][C:8]1[CH:23]=[CH:24][C:5]([C:1]([CH3:4])([CH3:3])[CH3:2])=[CH:6][CH:7]=1)=[CH:19][CH:18]=2)=[O:21])[CH2:29][C:30]1[CH:35]=[CH:34][C:33]([O:36][CH2:37][C:38]2[CH:43]=[CH:42][CH:41]=[CH:40][CH:39]=2)=[CH:32][CH:31]=1. (4) The product is: [CH2:18]([O:17][C:16]1[C:9]([OH:8])=[CH:10][C:11]([N+:20]([O-:22])=[O:21])=[C:12]([CH:15]=1)[CH:13]=[O:14])[CH3:19]. Given the reactants C([O:8][C:9]1[C:16]([O:17][CH2:18][CH3:19])=[CH:15][C:12]([CH:13]=[O:14])=[C:11]([N+:20]([O-:22])=[O:21])[CH:10]=1)C1C=CC=CC=1.Cl, predict the reaction product.